Dataset: Reaction yield outcomes from USPTO patents with 853,638 reactions. Task: Predict the reaction yield, written as a fraction of the theoretical maximum amount of product (1.0 means a 100% yield; for example, 0.34 means a 34% yield). The reactants are [CH2:1]([C:7]1[C:8]2[S:17][CH:16]=[CH:15][C:9]=2[S:10][C:11]=1C(O)=O)[CH2:2][CH2:3][CH2:4][CH2:5][CH3:6].N1C2C(=CC=CC=2)C=CC=1.C(=O)=O. The catalyst is [Cu].CCCCCC. The product is [CH2:1]([C:7]1[C:8]2[S:17][CH:16]=[CH:15][C:9]=2[S:10][CH:11]=1)[CH2:2][CH2:3][CH2:4][CH2:5][CH3:6]. The yield is 0.903.